From a dataset of hERG Central: cardiac toxicity at 1µM, 10µM, and general inhibition. Predict hERG channel inhibition at various concentrations. (1) The drug is Cc1cc(C)c(C)c(OCCOCCNCc2ccccc2)c1.O=C(O)C(=O)O. Results: hERG_inhib (hERG inhibition (general)): blocker. (2) The compound is O=C(CNc1cccc(S(=O)(=O)N2CCCCCC2)c1)Nc1cccc([N+](=O)[O-])c1. Results: hERG_inhib (hERG inhibition (general)): blocker.